Dataset: Full USPTO retrosynthesis dataset with 1.9M reactions from patents (1976-2016). Task: Predict the reactants needed to synthesize the given product. The reactants are: [CH3:1][O:2][C:3]1[CH:8]=[C:7]([CH3:9])[CH:6]=[C:5]([C:10]2[C:11]([OH:18])=[CH:12][C:13]([CH3:17])=[C:14]([CH3:16])[CH:15]=2)[C:4]=1[OH:19].C(N([CH2:25][CH3:26])CC)C.Cl[P:28]1[O:34][C:33]2[CH:35]=[CH:36][CH:37]=[CH:38][C:32]=2[C:31]2[CH:39]=[CH:40][CH:41]=[CH:42][C:30]=2[O:29]1. Given the product [CH3:1][O:2][C:3]1[C:4]([O:19][P:28]2[O:29][C:30]3[CH:42]=[CH:41][CH:40]=[CH:39][C:31]=3[C:32]3[CH:33]=[CH:35][CH:36]=[CH:25][C:26]=3[O:34]2)=[C:5]([C:10]2[CH:15]=[C:14]([CH3:16])[C:13]([CH3:17])=[CH:12][C:11]=2[O:18][P:28]2[O:34][C:33]3[CH:35]=[CH:36][CH:37]=[CH:38][C:32]=3[C:31]3[CH:39]=[CH:40][CH:41]=[CH:42][C:30]=3[O:29]2)[CH:6]=[C:7]([CH3:9])[CH:8]=1, predict the reactants needed to synthesize it.